This data is from Full USPTO retrosynthesis dataset with 1.9M reactions from patents (1976-2016). The task is: Predict the reactants needed to synthesize the given product. (1) The reactants are: [CH:1]1[C:10]2[C:5](=[CH:6][CH:7]=[CH:8][CH:9]=2)[CH:4]=[CH:3][C:2]=1[CH2:11][N:12]1[C:20]2[C:19](=[O:21])[NH:18][C:17]([NH2:22])=[N:16][C:15]=2[N:14]=[CH:13]1.[H-].[Na+].[CH:25]1[C:34]2[C:29](=[CH:30][CH:31]=[CH:32][CH:33]=2)[CH:28]=[CH:27][C:26]=1[CH2:35]Br. Given the product [NH2:22][C:17]1[N:16]([CH2:35][C:26]2[CH:27]=[CH:28][C:29]3[C:34](=[CH:33][CH:32]=[CH:31][CH:30]=3)[CH:25]=2)[C:15]2[N:14]=[CH:13][N:12]([CH2:11][C:2]3[CH:3]=[CH:4][C:5]4[C:10](=[CH:9][CH:8]=[CH:7][CH:6]=4)[CH:1]=3)[C:20]=2[C:19](=[O:21])[N:18]=1, predict the reactants needed to synthesize it. (2) Given the product [Cl:1][C:2]1[CH:10]=[CH:9][C:8]2[N:7](/[CH:11]=[C:12](\[C:16]3[CH:21]=[CH:20][N:19]=[CH:18][CH:17]=3)/[CH2:13][CH3:14])[C:6]3[CH2:22][CH2:23][N:24]([CH3:26])[CH2:25][C:5]=3[C:4]=2[CH:3]=1, predict the reactants needed to synthesize it. The reactants are: [Cl:1][C:2]1[CH:10]=[CH:9][C:8]2[N:7]([CH2:11][C:12]([C:16]3[CH:21]=[CH:20][N:19]=[CH:18][CH:17]=3)(O)[CH2:13][CH3:14])[C:6]3[CH2:22][CH2:23][N:24]([CH3:26])[CH2:25][C:5]=3[C:4]=2[CH:3]=1.CN(C=O)C.S(Cl)(Cl)=O.C(=O)(O)[O-].[Na+]. (3) The reactants are: S(=O)(=O)(O)O.[Cl:6][C:7]1[N:12]=[CH:11][C:10]2[CH:13]=[N:14][NH:15][C:9]=2[CH:8]=1.[N+:16]([O-])([OH:18])=[O:17]. Given the product [Cl:6][C:7]1[N:12]=[CH:11][C:10]2[C:13]([N+:16]([O-:18])=[O:17])=[N:14][NH:15][C:9]=2[CH:8]=1, predict the reactants needed to synthesize it. (4) Given the product [Cl:9][C:10]1[C:11]([NH:18][CH2:19][CH:20]2[CH2:22][CH:21]2[C:23]2[C:28]([O:29][CH3:30])=[CH:27][CH:26]=[CH:25][C:24]=2[F:31])=[CH:12][N:13]=[N:14][C:15]=1[NH:16][NH:17][C:4](=[O:5])[CH2:3][C:2]([F:8])([F:7])[F:1], predict the reactants needed to synthesize it. The reactants are: [F:1][C:2]([F:8])([F:7])[CH2:3][C:4](Cl)=[O:5].[Cl:9][C:10]1[C:11]([NH:18][CH2:19][CH:20]2[CH2:22][CH:21]2[C:23]2[C:28]([O:29][CH3:30])=[CH:27][CH:26]=[CH:25][C:24]=2[F:31])=[CH:12][N:13]=[N:14][C:15]=1[NH:16][NH2:17].C(=O)(O)[O-].[Na+]. (5) Given the product [Br:1][C:2]1[CH:3]=[C:4]2[N:11]=[CH:10][NH:9][C:5]2=[N+:6]([O-:20])[C:7]=1[CH3:8], predict the reactants needed to synthesize it. The reactants are: [Br:1][C:2]1[CH:3]=[C:4]2[N:11]=[CH:10][NH:9][C:5]2=[N:6][C:7]=1[CH3:8].C1C=C(Cl)C=C(C(OO)=[O:20])C=1. (6) Given the product [CH2:1]([O:8][C:9]1[C:17]2[N:16]=[C:15]([C:18]([F:21])([F:19])[F:20])[N:14]([CH3:23])[C:13]=2[CH:12]=[C:11]([Br:22])[CH:10]=1)[C:2]1[CH:3]=[CH:4][CH:5]=[CH:6][CH:7]=1, predict the reactants needed to synthesize it. The reactants are: [CH2:1]([O:8][C:9]1[C:17]2[N:16]=[C:15]([C:18]([F:21])([F:20])[F:19])[NH:14][C:13]=2[CH:12]=[C:11]([Br:22])[CH:10]=1)[C:2]1[CH:7]=[CH:6][CH:5]=[CH:4][CH:3]=1.[C:23](=O)([O-])[O-].[K+].[K+].CI. (7) Given the product [F:5][C:6]1[C:11]([O:3][C:1](=[O:4])[CH3:2])=[C:10]([F:13])[C:9]([F:14])=[C:8]([F:15])[C:7]=1[F:16], predict the reactants needed to synthesize it. The reactants are: [C:1]([OH:4])(=[O:3])[CH3:2].[F:5][C:6]1[C:11](O)=[C:10]([F:13])[C:9]([F:14])=[C:8]([F:15])[C:7]=1[F:16].C1(N=C=NC2CCCCC2)CCCCC1.